The task is: Predict which catalyst facilitates the given reaction.. This data is from Catalyst prediction with 721,799 reactions and 888 catalyst types from USPTO. (1) Reactant: B1(B2C3CCCC2CCC3)C2CCCC1CCC2.[C:19]([O:23][C:24](=[O:51])[NH:25][C@@H:26]([CH:49]=[CH2:50])[CH2:27][N:28]1[C:32]2[N:33]=[CH:34][N:35]=[C:36]([NH2:37])[C:31]=2[C:30]([C:38]2[CH:39]=[N:40][C:41]3[C:46]([CH:47]=2)=[CH:45][CH:44]=[CH:43][CH:42]=3)=[C:29]1Br)([CH3:22])([CH3:21])[CH3:20].[OH-].[Na+]. Product: [C:19]([O:23][C:24](=[O:51])[NH:25][C@H:26]1[CH2:49][CH2:50][C:29]2[N:28]([C:32]3[N:33]=[CH:34][N:35]=[C:36]([NH2:37])[C:31]=3[C:30]=2[C:38]2[CH:39]=[N:40][C:41]3[C:46]([CH:47]=2)=[CH:45][CH:44]=[CH:43][CH:42]=3)[CH2:27]1)([CH3:22])([CH3:21])[CH3:20]. The catalyst class is: 7. (2) Reactant: C1(P(=[CH:20][C:21]([O:23][CH3:24])=[O:22])(C2C=CC=CC=2)C2C=CC=CC=2)C=CC=CC=1.O=[CH:26][C:27]1[CH:35]=[CH:34][C:32]([OH:33])=[C:29]([O:30][CH3:31])[CH:28]=1. Product: [OH:33][C:32]1[CH:34]=[CH:35][C:27](/[CH:26]=[CH:20]/[C:21]([O:23][CH3:24])=[O:22])=[CH:28][C:29]=1[O:30][CH3:31]. The catalyst class is: 11.